This data is from Catalyst prediction with 721,799 reactions and 888 catalyst types from USPTO. The task is: Predict which catalyst facilitates the given reaction. (1) Reactant: Cl[C:2]1[C:7]([CH:8]([CH2:13][CH2:14][CH3:15])[C:9]([O:11][CH3:12])=[O:10])=[C:6]([CH3:16])[N:5]=[C:4]([C:17]2[CH:22]=[CH:21][CH:20]=[CH:19][CH:18]=2)[N:3]=1.C(N(CC)C(C)C)(C)C.CC1(C)C(C)(C)OB([C:40]2[CH:48]=[C:47]3[C:43]([CH2:44][C:45](=[O:49])[NH:46]3)=[CH:42][CH:41]=2)O1. Product: [CH3:16][C:6]1[C:7]([CH:8]([CH2:13][CH2:14][CH3:15])[C:9]([O:11][CH3:12])=[O:10])=[C:2]([C:40]2[CH:48]=[C:47]3[C:43]([CH2:44][C:45](=[O:49])[NH:46]3)=[CH:42][CH:41]=2)[N:3]=[C:4]([C:17]2[CH:22]=[CH:21][CH:20]=[CH:19][CH:18]=2)[N:5]=1. The catalyst class is: 659. (2) The catalyst class is: 53. Reactant: [O:1]=[C:2]1[C:7]2[CH:8]=[C:9]([C:11]([O:13][CH3:14])=[O:12])[O:10][C:6]=2[CH2:5][CH2:4][CH2:3]1.BrN1C(=O)CCC1=O.N(C(C)(C)C#N)=NC(C)(C)C#N. Product: [OH:1][C:2]1[C:7]2[CH:8]=[C:9]([C:11]([O:13][CH3:14])=[O:12])[O:10][C:6]=2[CH:5]=[CH:4][CH:3]=1. (3) Reactant: F[C:2]1[CH:9]=[CH:8][C:5]([CH:6]=[O:7])=[CH:4][CH:3]=1.[CH3:10][N:11]([CH:15]1[CH2:19][CH2:18][NH:17][CH2:16]1)[C:12](=[O:14])[CH3:13].C([O-])([O-])=O.[K+].[K+]. Product: [CH:6]([C:5]1[CH:8]=[CH:9][C:2]([N:17]2[CH2:18][CH2:19][CH:15]([N:11]([CH3:10])[C:12](=[O:14])[CH3:13])[CH2:16]2)=[CH:3][CH:4]=1)=[O:7]. The catalyst class is: 39. (4) Reactant: Cl.[F:2][C:3]([F:7])([F:6])[CH2:4][NH2:5].[N:8]1[CH:13]=[CH:12][CH:11]=[C:10]([CH:14]=O)[CH:9]=1.C(N(CC)CC)C. Product: [N:8]1[CH:13]=[CH:12][CH:11]=[C:10]([CH:14]=[N:5][CH2:4][C:3]([F:7])([F:6])[F:2])[CH:9]=1. The catalyst class is: 10. (5) Reactant: [CH3:1][N:2]1[CH2:7][CH2:6][N:5]([C:8]([O:10][C@@H:11]2[N:20]([C:21]3[CH:22]=[CH:23][C:24]([Cl:27])=[CH:25][N:26]=3)[C:18](=[O:19])[C:13]3[N:14]=[CH:15][CH:16]=[N:17][C:12]2=3)=[O:9])[CH2:4][CH2:3]1.C([O-])(=O)C(CC([O-])=O)O.C(=O)([O-])[O-].[K+].[K+]. Product: [CH3:1][N:2]1[CH2:7][CH2:6][N:5]([C:8]([O:10][C@@H:11]2[N:20]([C:21]3[CH:22]=[CH:23][C:24]([Cl:27])=[CH:25][N:26]=3)[C:18](=[O:19])[C:13]3[N:14]=[CH:15][CH:16]=[N:17][C:12]2=3)=[O:9])[CH2:4][CH2:3]1. The catalyst class is: 69. (6) Reactant: Br[C:2]1[C:3](=O)[CH2:4][C:5]2([CH2:20][CH2:21][CH2:22][CH3:23])[CH2:14][CH2:13][C:12]3[C:7](=[CH:8][CH:9]=[C:10]([O:16][CH2:17][O:18][CH3:19])[C:11]=3Br)[C:6]=12.[Cl-].[Li+].[C:27]1(P(C2C=CC=CC=2)C2C=CC=CC=2)C=CC=CC=1.C[Sn](C)(C)C.CN(C)[CH:53]=[O:54]. Product: [CH2:14]([C:5]12[CH2:4][C:53](=[O:54])[C:2]([CH3:3])=[C:6]1[C:7]1[C:22]([CH2:21][CH2:20]2)=[C:23]([CH3:27])[C:10]([O:16][CH2:17][O:18][CH3:19])=[CH:9][CH:8]=1)[CH2:13][CH2:12][CH3:11]. The catalyst class is: 235. (7) Reactant: [Cl:1][C:2]1[N:7]=[C:6]([NH:8][C:9]2[CH:10]=[C:11]3[C:15](=[CH:16][C:17]=2[CH3:18])[NH:14][N:13]=[CH:12]3)[CH:5]=[CH:4][N:3]=1.[CH3:19][C:20]([O:23][C:24](O[C:24]([O:23][C:20]([CH3:22])([CH3:21])[CH3:19])=[O:25])=[O:25])([CH3:22])[CH3:21]. Product: [C:20]([O:23][C:24]([N:8]([C:6]1[CH:5]=[CH:4][N:3]=[C:2]([Cl:1])[N:7]=1)[C:9]1[CH:10]=[C:11]2[C:15](=[CH:16][C:17]=1[CH3:18])[N:14]([C:24]([O:23][C:20]([CH3:22])([CH3:21])[CH3:19])=[O:25])[N:13]=[CH:12]2)=[O:25])([CH3:22])([CH3:21])[CH3:19]. The catalyst class is: 64. (8) Reactant: [CH3:1][S:2][C:3]1[CH:8]=[CH:7][C:6]([NH:9][S:10]([CH3:13])(=[O:12])=[O:11])=[CH:5][CH:4]=1.C([O-])([O-])=O.[K+].[K+].Br[CH2:21][C:22]([O:24][C:25]([CH3:28])([CH3:27])[CH3:26])=[O:23]. Product: [CH3:1][S:2][C:3]1[CH:4]=[CH:5][C:6]([N:9]([CH2:21][C:22]([O:24][C:25]([CH3:28])([CH3:27])[CH3:26])=[O:23])[S:10]([CH3:13])(=[O:12])=[O:11])=[CH:7][CH:8]=1. The catalyst class is: 18. (9) Reactant: CN([C:4]([O:8]N1N=NC2C=CC=NC1=2)=[N+:5](C)C)C.F[P-](F)(F)(F)(F)F.[C:25]([OH:31])([C:27]([F:30])([F:29])[F:28])=[O:26].[NH:32]1[CH2:36][CH2:35][CH2:34][C@H:33]1[C:37]1[NH:38][C:39]([C:42]2[S:43][C:44]([C:47]3[S:51][C:50]([C:52]4[NH:56][C:55]([C@@H:57]5[CH2:61][CH2:60][CH2:59][NH:58]5)=[N:54][CH:53]=4)=[N:49][CH:48]=3)=[CH:45][N:46]=2)=[CH:40][N:41]=1.[CH3:62][O:63][C:64]([NH:66][C@@H:67]([CH:71]([CH3:73])[CH3:72])[C:68]([OH:70])=O)=[O:65].CCN([CH:80]([CH3:82])[CH3:81])C(C)C.[CH3:83][OH:84]. Product: [F:28][C:27]([F:30])([F:29])[C:25]([O-:31])=[O:26].[CH3:62][O:63][C:64]([NH:66][C@@H:67]([CH:71]([CH3:73])[CH3:72])[C:68]([N:32]1[CH2:36][CH2:35][CH2:34][C@H:33]1[C:37]1[NH:41][CH:40]=[C:39]([C:42]2[S:43][C:44]([C:47]3[S:51][C:50]([C:52]4[N:56]=[C:55]([C@@H:57]5[CH2:61][CH2:60][CH2:59][N:58]5[C:25]([C@@H:27]([NH:5][C:4](=[O:8])[O:84][CH3:83])[CH:80]([CH3:81])[CH3:82])=[O:31])[NH:54][CH:53]=4)=[N:49][CH:48]=3)=[CH:45][N:46]=2)[N:38]=1)=[O:70])=[O:65]. The catalyst class is: 35. (10) Reactant: C[O:2][C:3]([C:5]1[CH:6]=[CH:7][C:8]2[S:12][CH:11]=[N:10][C:9]=2[CH:13]=1)=O.[H-].[H-].[H-].[H-].[Li+].[Al+3].CCOC(C)=O.[OH-].[Na+]. Product: [S:12]1[C:8]2[CH:7]=[CH:6][C:5]([CH2:3][OH:2])=[CH:13][C:9]=2[N:10]=[CH:11]1. The catalyst class is: 20.